This data is from Experimentally validated miRNA-target interactions with 360,000+ pairs, plus equal number of negative samples. The task is: Binary Classification. Given a miRNA mature sequence and a target amino acid sequence, predict their likelihood of interaction. (1) The miRNA is mmu-miR-7018-3p with sequence UCACCCUGCUGCCGGCUUGCAG. The protein sequence of the target gene is MPPRELSEAEPPPLPASTPPPRRRSAPPELGIKCVLVGDGAVGKSSLIVSYTCNGYPARYRPTALDTFSVQVLVDGAPVRIELWDTAGQEDFDRLRSLCYPDTDVFLACFSVVQPSSFQNITEKWLPEIRTHNPQAPVLLVGTQADLRDDVNVLIQLDQGGREGPVPQPQAQGLAEKIRACCYLECSALTQKNLKEVFDSAILSAIEHKARLEKKLNAKGVRTLSRCRWKKFFCFV. Result: 0 (no interaction). (2) The miRNA is mmu-miR-10b-5p with sequence UACCCUGUAGAACCGAAUUUGUG. The protein sequence of the target gene is MWVPGFGSARLPQRRRSGLESSSVRPLWLLLLFLLAAVRPVRAWESGDLELFDLVEEVQLNFYEFLGVQQDASSADIRKAYRKLSLTLHPDKNKDENAETQFRQLVAIYEVLKDDERRQRYDDVLINGLPDWRQPVFYYRRVRKMSNAELALLLFIILTVGHYAVVWSIYLEKQLDELLGRKKRERKKKTGSKSVDAAKLGASEKNERLLIKPQWHDLLPCKLGIWFCLTLKALPHLIQDAGQFYAKYKETKLKEKEDALARIEIETLQKQKKVKVKKPKPEFPVYMPLENTYIQSYDHG.... Result: 1 (interaction). (3) The miRNA is rno-miR-129-5p with sequence CUUUUUGCGGUCUGGGCUUGC. The protein sequence of the target gene is MSCRGRGAGGRWNSTSWSTGCKLPASPRRVSRCSPTGLIKLAFLFSKTRCKFFSLTETPEDYTIIVDEEGFLELPSSEHLSVADATWLALNVVSGGGSFSSSQPIGMTKIAKSVIAPLADQNISVFMLSTYQTDFILVLKRDLPFVTHTLSSEFTILWSVARL. Result: 0 (no interaction). (4) The miRNA is hsa-miR-500b-5p with sequence AAUCCUUGCUACCUGGGU. The protein sequence of the target gene is MAGNKGRGRAAYTFNIEAVGFSKGEKLPDVVLKPPPLFPDTDYKPVPLKTGEGEEYMLALKQELRETMKRMPYFIETPEERQDIERYSKRYMKVYKEEWIPDWRRLPREMMPRNKCKKAGPKPKKAKDAGKGTPLTNTEDVLKKMEELEKRGDGEKSDEENEEKEGSKEKSKEGDDDDDDDAAEQEEYDEEEQEEENDYINSYFEDGDDFGADSDDNMDEATY. Result: 1 (interaction). (5) The miRNA is hsa-miR-655-5p with sequence AGAGGUUAUCCGUGUUAUGUUC. The protein sequence of the target gene is MSRQSSVSFRSGGSRSFSTASAITPSVSRTSFTSVSRSGGGGGGGFGRVSLAGACGVGGYGSRSLYNLGGSKRISISTSGGSFRNRFGAGAGGGYGFGGGAGSGFGFGGGAGGGFGLGGGAGFGGGFGGPGFPVCPPGGIQEVTVNQSLLTPLNLQIDPSIQRVRTEEREQIKTLNNKFASFIDKVRFLEQQNKVLDTKWTLLQEQGTKTVRQNLEPLFEQYINNLRRQLDSIVGERGRLDSELRNMQDLVEDFKNKYEDEINKRTTAENEFVMLKKDVDAAYMNKVELEAKVDALMDEI.... Result: 0 (no interaction). (6) The miRNA is hsa-miR-6751-5p with sequence UUGGGGGUGAGGUUGGUGUCUGG. The protein sequence of the target gene is MKVKGRGITCLLVSFAVICLVATPGGKACPRRCACYMPTEVHCTFRYLTSIPDSIPPNVERINLGYNSLVRLMETDFSGLTKLELLMLHSNGIHTIPDKTFSDLQALQVLKMSYNKVRKLQKDTFYGLRSLTRLHMDHNNIEFINPEVFYGLNFLRLVHLEGNQLTKLHPDTFVSLSYLQIFKISFIKFLYLSDNFLTSLPQEMVSYMPDLDSLYLHGNPWTCDCHLKWLSDWIQEKPDVIKCKKDRSPSSAQQCPLCMNPRTSKGKPLAMVSAAAFQCAKPTIDSSLKSKSLTILEDSS.... Result: 0 (no interaction). (7) The miRNA is hsa-miR-192-5p with sequence CUGACCUAUGAAUUGACAGCC. The protein sequence of the target gene is MDRGQVLEQLLPELTGLLSLLDHEYLSDTTLEKKMAVASILQSLQPLPAKEVSYLYVNTADLHSGPSFVESLFEEFDCDLSDLRDMPEDDGEPSKGASPELAKSPRLRNAADLPPPLPNKPPPEDYYEEALPLGPGKSPEYISSHNGCSPSHSIVDGYYEDADSSYPATRVNGELKSSYNDSDAMSSSYESYDEEEEEGKSPQPRHQWPSEEASMHLVRECRICAFLLRKKRFGQWAKQLTVIREDQLLCYKSSKDRQPHLRLALDTCSIIYVPKDSRHKRHELRFTQGATEVLVLALQS.... Result: 1 (interaction). (8) The miRNA is hsa-miR-6871-5p with sequence CAUGGGAGUUCGGGGUGGUUGC. The protein sequence of the target gene is MYPAGPPAGPVPRRGRRPLPGPPAPAPAPVPAARPPPPAPGPRPRVAVKMAFRKAYSIKDKLQAIERVKGGERQASVCRDFGVPGGTLRGWLKDEPKLRWFLEQLGGEVGTQRKKMRLANEEEIDRAVYAWFLALRQHGVPLSGPLIQAQAEAFARQIYGPECTFKASHGWFWRWQKRHGISSQRFYGEAGPPAPSPAPGPPVKEEPALPSGAGPLPDRAPAPPPPAEGGYGDEQIYSASVTGLYWKLLPEQAAPPGAGDPGAGGCGRRWRGDRVTVLLAANLTGSHKLKPLVIGRLPDP.... Result: 1 (interaction).